From a dataset of Peptide-MHC class I binding affinity with 185,985 pairs from IEDB/IMGT. Regression. Given a peptide amino acid sequence and an MHC pseudo amino acid sequence, predict their binding affinity value. This is MHC class I binding data. (1) The peptide sequence is SSYRMGINK. The MHC is HLA-B46:01 with pseudo-sequence HLA-B46:01. The binding affinity (normalized) is 0.0847. (2) The peptide sequence is CLSPVVAGL. The MHC is HLA-A02:19 with pseudo-sequence HLA-A02:19. The binding affinity (normalized) is 1.00. (3) The peptide sequence is ITLILSNKL. The MHC is HLA-A02:03 with pseudo-sequence HLA-A02:03. The binding affinity (normalized) is 0.0994. (4) The peptide sequence is KSWPGVQSF. The MHC is HLA-B27:05 with pseudo-sequence HLA-B27:05. The binding affinity (normalized) is 0.303. (5) The peptide sequence is IAMGYVVSSF. The MHC is HLA-A01:01 with pseudo-sequence HLA-A01:01. The binding affinity (normalized) is 0.210. (6) The peptide sequence is TMERTNDLT. The MHC is HLA-A02:06 with pseudo-sequence HLA-A02:06. The binding affinity (normalized) is 0. (7) The peptide sequence is FRNQVKIRR. The MHC is HLA-A11:01 with pseudo-sequence HLA-A11:01. The binding affinity (normalized) is 0.0847.